This data is from Full USPTO retrosynthesis dataset with 1.9M reactions from patents (1976-2016). The task is: Predict the reactants needed to synthesize the given product. Given the product [ClH:15].[Br:1][C:2]1[CH:3]=[C:4]2[C:9](=[CH:10][C:11]=1[O:12][CH3:13])[N:8]=[C:7]([CH3:14])[CH:6]=[C:5]2[N:16]1[CH2:20][CH2:19][CH2:18][CH2:17]1, predict the reactants needed to synthesize it. The reactants are: [Br:1][C:2]1[CH:3]=[C:4]2[C:9](=[CH:10][C:11]=1[O:12][CH3:13])[N:8]=[C:7]([CH3:14])[CH:6]=[C:5]2[Cl:15].[NH:16]1[CH2:20][CH2:19][CH2:18][CH2:17]1.N1C=CC=CC=1.[Na+].[I-].